This data is from Full USPTO retrosynthesis dataset with 1.9M reactions from patents (1976-2016). The task is: Predict the reactants needed to synthesize the given product. Given the product [CH3:1][N:2]1[CH:6]=[C:5]([N+:7]([O-:9])=[O:8])[C:4]([C:10]([OH:12])=[O:11])=[N:3]1, predict the reactants needed to synthesize it. The reactants are: [CH3:1][N:2]1[CH:6]=[C:5]([N+:7]([O-:9])=[O:8])[C:4]([C:10]([O:12]C)=[O:11])=[N:3]1.C1COCC1.[OH-].[Na+].Cl.